Dataset: Forward reaction prediction with 1.9M reactions from USPTO patents (1976-2016). Task: Predict the product of the given reaction. (1) Given the reactants [NH:1]1[C:9]2[C:4](=[CH:5][CH:6]=[CH:7][CH:8]=2)[CH:3]=[CH:2]1.I[C:11]1[CH:16]=[CH:15][CH:14]=[CH:13][C:12]=1[O:17][CH3:18], predict the reaction product. The product is: [CH3:18][O:17][C:12]1[CH:13]=[CH:14][CH:15]=[CH:16][C:11]=1[N:1]1[C:9]2[C:4](=[CH:5][CH:6]=[CH:7][CH:8]=2)[CH:3]=[CH:2]1. (2) Given the reactants C(OC(=O)[NH:7][CH2:8][CH2:9][N:10]([CH2:29][C:30]1[CH:35]=[CH:34][C:33]([Cl:36])=[CH:32][CH:31]=1)[C:11]([CH:13]1[CH2:18][CH2:17][N:16]([C:19]2[C:28]3[C:23](=[CH:24][CH:25]=[CH:26][CH:27]=3)[N:22]=[CH:21][N:20]=2)[CH2:15][CH2:14]1)=[O:12])(C)(C)C.[ClH:38], predict the reaction product. The product is: [ClH:36].[ClH:38].[NH2:7][CH2:8][CH2:9][N:10]([CH2:29][C:30]1[CH:35]=[CH:34][C:33]([Cl:36])=[CH:32][CH:31]=1)[C:11]([CH:13]1[CH2:14][CH2:15][N:16]([C:19]2[C:28]3[C:23](=[CH:24][CH:25]=[CH:26][CH:27]=3)[N:22]=[CH:21][N:20]=2)[CH2:17][CH2:18]1)=[O:12]. (3) The product is: [NH:17]1[CH2:16][CH:15]([C:2]2[N:7]=[CH:6][C:5]([CH:8]3[CH2:10][CH2:9]3)=[CH:4][N:3]=2)[CH2:18]1. Given the reactants Cl[C:2]1[N:7]=[CH:6][C:5]([CH:8]2[CH2:10][CH2:9]2)=[CH:4][N:3]=1.ClC1[N:17]=[CH:16][C:15]([CH3:18])=CN=1, predict the reaction product. (4) Given the reactants [CH3:1][O:2][C:3](=[O:13])[CH2:4][C:5]1[CH:10]=[CH:9][CH:8]=[CH:7][C:6]=1[C:11]#[N:12].[ClH:14].[H][H], predict the reaction product. The product is: [ClH:14].[CH3:1][O:2][C:3](=[O:13])[CH2:4][C:5]1[CH:10]=[CH:9][CH:8]=[CH:7][C:6]=1[CH2:11][NH2:12]. (5) Given the reactants [CH:1]1[C:10]2[C:5](=[CH:6][CH:7]=[CH:8][C:9]=2[NH2:11])[CH:4]=[CH:3][N:2]=1.[Cl:12][C:13]([Cl:18])([Cl:17])[C:14](Cl)=[O:15], predict the reaction product. The product is: [Cl:12][C:13]([Cl:18])([Cl:17])[C:14]([NH:11][C:9]1[CH:8]=[CH:7][CH:6]=[C:5]2[C:10]=1[CH:1]=[N:2][CH:3]=[CH:4]2)=[O:15]. (6) Given the reactants [F:1][C:2]1[CH:7]=[CH:6][C:5]([C@H:8]([NH:10][C@H:11]2[CH2:15][CH2:14][C@@H:13]([C:16]3[CH:17]=[N:18][C:19](F)=[CH:20][CH:21]=3)[CH2:12]2)[CH3:9])=[CH:4][C:3]=1[O:23][CH3:24].Cl.[NH2:26][CH2:27][CH2:28][CH2:29][S:30]([NH2:33])(=[O:32])=[O:31], predict the reaction product. The product is: [F:1][C:2]1[CH:7]=[CH:6][C:5]([C@H:8]([NH:10][C@H:11]2[CH2:15][CH2:14][C@@H:13]([C:16]3[CH:21]=[CH:20][C:19]([NH:26][CH2:27][CH2:28][CH2:29][S:30]([NH2:33])(=[O:32])=[O:31])=[N:18][CH:17]=3)[CH2:12]2)[CH3:9])=[CH:4][C:3]=1[O:23][CH3:24].